Dataset: Forward reaction prediction with 1.9M reactions from USPTO patents (1976-2016). Task: Predict the product of the given reaction. Given the reactants CO.Cl.CO.[N:6]1[CH:11]=[CH:10][CH:9]=[C:8]([CH2:12][CH2:13][N:14]([CH2:25][C:26]2[CH:31]=[CH:30][N:29]=[CH:28][CH:27]=2)[CH2:15][CH2:16][CH2:17][O:18]C2CCCCO2)[CH:7]=1, predict the reaction product. The product is: [N:6]1[CH:11]=[CH:10][CH:9]=[C:8]([CH2:12][CH2:13][N:14]([CH2:25][C:26]2[CH:31]=[CH:30][N:29]=[CH:28][CH:27]=2)[CH2:15][CH2:16][CH2:17][OH:18])[CH:7]=1.